Task: Predict the product of the given reaction.. Dataset: Forward reaction prediction with 1.9M reactions from USPTO patents (1976-2016) Given the reactants [Cl:1][C:2]1[N:11]=[C:10]([N:12]2[CH2:17][CH2:16][CH2:15][CH2:14][CH2:13]2)[C:9]2[C:4](=[CH:5][CH:6]=[CH:7][CH:8]=2)[N:3]=1.[F:18][C:19]([F:29])([F:28])[C:20]1[CH:27]=[CH:26][C:23]([CH2:24][NH2:25])=[CH:22][CH:21]=1, predict the reaction product. The product is: [ClH:1].[N:12]1([C:10]2[C:9]3[C:4](=[CH:5][CH:6]=[CH:7][CH:8]=3)[N:3]=[C:2]([NH:25][CH2:24][C:23]3[CH:22]=[CH:21][C:20]([C:19]([F:18])([F:28])[F:29])=[CH:27][CH:26]=3)[N:11]=2)[CH2:17][CH2:16][CH2:15][CH2:14][CH2:13]1.